From a dataset of Full USPTO retrosynthesis dataset with 1.9M reactions from patents (1976-2016). Predict the reactants needed to synthesize the given product. Given the product [Cl:17][C:18]1[CH:19]=[N:20][N:21]([CH2:23][C:24]2[CH:29]=[CH:28][C:27]([CH2:30][C:2]3[CH:7]=[C:6]([CH2:8][CH3:9])[N:5]=[C:4]([C:10]4[CH:15]=[CH:14][CH:13]=[C:12]([Cl:16])[CH:11]=4)[N:3]=3)=[CH:26][CH:25]=2)[CH:22]=1, predict the reactants needed to synthesize it. The reactants are: Cl[C:2]1[CH:7]=[C:6]([CH2:8][CH3:9])[N:5]=[C:4]([C:10]2[CH:15]=[CH:14][CH:13]=[C:12]([Cl:16])[CH:11]=2)[N:3]=1.[Cl:17][C:18]1[CH:19]=[N:20][N:21]([CH2:23][C:24]2[CH:29]=[CH:28][C:27]([CH2:30]B3OC(C)(C)C(C)(C)O3)=[CH:26][CH:25]=2)[CH:22]=1.C([O-])([O-])=O.[Na+].[Na+].